This data is from Forward reaction prediction with 1.9M reactions from USPTO patents (1976-2016). The task is: Predict the product of the given reaction. (1) The product is: [NH2:1][C:2]1[N:7]([C:8]2[CH:9]=[CH:10][C:11]([O:14][CH2:26][C:27]([NH:29][C@H:30]([C:35]([O:37][CH:38]3[CH2:42][CH2:41][CH2:40][CH2:39]3)=[O:36])[CH2:31][CH:32]([CH3:34])[CH3:33])=[O:28])=[CH:12][CH:13]=2)[C:6](=[O:15])[CH:5]=[CH:4][C:3]=1[C:16](=[O:24])[C:17]1[CH:18]=[CH:19][C:20]([F:23])=[CH:21][CH:22]=1. Given the reactants [NH2:1][C:2]1[N:7]([C:8]2[CH:13]=[CH:12][C:11]([OH:14])=[CH:10][CH:9]=2)[C:6](=[O:15])[CH:5]=[CH:4][C:3]=1[C:16](=[O:24])[C:17]1[CH:22]=[CH:21][C:20]([F:23])=[CH:19][CH:18]=1.Br[CH2:26][C:27]([NH:29][C@H:30]([C:35]([O:37][CH:38]1[CH2:42][CH2:41][CH2:40][CH2:39]1)=[O:36])[CH2:31][CH:32]([CH3:34])[CH3:33])=[O:28].C(=O)([O-])[O-].[K+].[K+].O, predict the reaction product. (2) Given the reactants C(O[C:5](=[O:7])[CH3:6])(=O)C.[NH2:8][C:9]1[CH:14]=[CH:13][C:12]([CH2:15][CH2:16][S:17]([N:20]2[CH2:36][CH2:35][C:23]3([N:27]=[C:26]([CH:28]4[CH2:33][CH2:32][CH2:31][CH2:30][CH2:29]4)[NH:25][C:24]3=[O:34])[CH2:22][CH2:21]2)(=[O:19])=[O:18])=[CH:11][CH:10]=1.C(N(CC)CC)C, predict the reaction product. The product is: [CH:28]1([C:26]2[NH:25][C:24](=[O:34])[C:23]3([CH2:22][CH2:21][N:20]([S:17]([CH2:16][CH2:15][C:12]4[CH:13]=[CH:14][C:9]([NH:8][C:5](=[O:7])[CH3:6])=[CH:10][CH:11]=4)(=[O:18])=[O:19])[CH2:36][CH2:35]3)[N:27]=2)[CH2:33][CH2:32][CH2:31][CH2:30][CH2:29]1. (3) Given the reactants [C:1]([C:4]1[C:5]([NH:25][C:26]2[CH:31]=[CH:30][C:29]([CH2:32][C:33]([O:35][CH3:36])=[O:34])=[CH:28][CH:27]=2)=[N:6][N:7](C2(CC#N)CCN(C(OC(C)(C)C)=O)CC2)[CH:8]=1)(=[O:3])[NH2:2].CC([O-])(C)C.[K+], predict the reaction product. The product is: [C:1]([C:4]1[C:5]([NH:25][C:26]2[CH:27]=[CH:28][C:29]([CH2:32][C:33]([O:35][CH3:36])=[O:34])=[CH:30][CH:31]=2)=[N:6][NH:7][CH:8]=1)(=[O:3])[NH2:2]. (4) Given the reactants [Cl:1][C:2]1[N:11]=[C:10](Cl)[C:9]2[C:4](=[CH:5][CH:6]=[CH:7][CH:8]=2)[N:3]=1.[CH:13]1([NH2:19])[CH2:18][CH2:17][CH2:16][CH2:15][CH2:14]1.[CH3:20][C:21]1[CH:25]=[CH:24][NH:23][N:22]=1, predict the reaction product. The product is: [ClH:1].[CH:13]1([NH:19][C:10]2[C:9]3[C:4](=[CH:5][CH:6]=[CH:7][CH:8]=3)[N:3]=[C:2]([N:23]3[CH:24]=[CH:25][C:21]([CH3:20])=[N:22]3)[N:11]=2)[CH2:18][CH2:17][CH2:16][CH2:15][CH2:14]1. (5) Given the reactants [NH2:1][C:2]1[N:3]=[CH:4][C:5]([C:18]2[CH:19]=[N:20][N:21]([CH:23]3[CH2:28][CH2:27][N:26](C(OC(C)(C)C)=O)[CH2:25][CH2:24]3)[CH:22]=2)=[C:6]2[C:10]([Cl:11])=[C:9]([C:12]3[CH:17]=[CH:16][CH:15]=[CH:14][CH:13]=3)[O:8][C:7]=12.Cl, predict the reaction product. The product is: [ClH:11].[Cl:11][C:10]1[C:6]2[C:7](=[C:2]([NH2:1])[N:3]=[CH:4][C:5]=2[C:18]2[CH:19]=[N:20][N:21]([CH:23]3[CH2:24][CH2:25][NH:26][CH2:27][CH2:28]3)[CH:22]=2)[O:8][C:9]=1[C:12]1[CH:17]=[CH:16][CH:15]=[CH:14][CH:13]=1. (6) Given the reactants [NH:1]1[C:9]2[C:4](=[CH:5][CH:6]=[CH:7][CH:8]=2)[C:3]([C:10](=[O:14])[C:11]([OH:13])=[O:12])=[CH:2]1.[C:15](Cl)(=O)C(Cl)=O.CO.O, predict the reaction product. The product is: [NH:1]1[C:9]2[C:4](=[CH:5][CH:6]=[CH:7][CH:8]=2)[C:3]([C:10](=[O:14])[C:11]([O:13][CH3:15])=[O:12])=[CH:2]1. (7) Given the reactants [F:1][C:2]1[CH:9]=[CH:8][CH:7]=[CH:6][C:3]=1[CH2:4]Cl.[C:10](OCC)(=[O:16])[C:11]([O:13][CH2:14][CH3:15])=[O:12], predict the reaction product. The product is: [F:1][C:2]1[CH:9]=[CH:8][CH:7]=[CH:6][C:3]=1[CH2:4][C:10](=[O:16])[C:11]([O:13][CH2:14][CH3:15])=[O:12]. (8) Given the reactants [C:1]([N:8]1[CH2:13][CH2:12][C:11]([CH3:24])([C:14]2[CH:19]=[CH:18][CH:17]=[C:16]([C:20](OC)=[O:21])[CH:15]=2)[CH:10]([CH3:25])[CH2:9]1)(=O)[CH2:2][CH2:3][CH2:4][CH2:5][CH3:6].[H-].[Al+3].[Li+].[H-].[H-].[H-], predict the reaction product. The product is: [CH2:1]([N:8]1[CH2:13][CH2:12][C:11]([CH3:24])([C:14]2[CH:19]=[CH:18][CH:17]=[C:16]([CH2:20][OH:21])[CH:15]=2)[CH:10]([CH3:25])[CH2:9]1)[CH2:2][CH2:3][CH2:4][CH2:5][CH3:6].